This data is from Reaction yield outcomes from USPTO patents with 853,638 reactions. The task is: Predict the reaction yield, written as a fraction of the theoretical maximum amount of product (1.0 means a 100% yield; for example, 0.34 means a 34% yield). The reactants are [N:1]1[C:8](Cl)=[N:7][C:5](Cl)=[N:4][C:2]=1Cl.[F:10][C:11]1C=C(C=CC=1N)OC.CC[N:22]([CH:26]([CH3:28])[CH3:27])C(C)C.[CH:29]1([NH2:36])[CH2:35][CH2:34][CH2:33][CH2:32][CH2:31][CH2:30]1.[CH3:37][N:38]([CH3:42])[CH2:39][CH2:40][NH2:41].[C:43]([O:46][CH2:47][CH3:48])(=O)C. The catalyst is CC#N. The product is [CH:29]1([NH:36][C:2]2[N:4]=[C:5]([NH:41][CH2:40][CH2:39][N:38]([CH3:42])[CH3:37])[N:7]=[C:8]([NH:22][C:26]3[CH:27]=[CH:48][C:47]([O:46][CH3:43])=[C:11]([F:10])[CH:28]=3)[N:1]=2)[CH2:35][CH2:34][CH2:33][CH2:32][CH2:31][CH2:30]1. The yield is 0.280.